Dataset: Tox21: 12 toxicity assays (nuclear receptors and stress response pathways). Task: Binary classification across 12 toxicity assays. (1) The molecule is Cc1ccc(N(SC(F)(Cl)Cl)S(=O)(=O)N(C)C)cc1. It tested positive (active) for: NR-Aromatase (Aromatase enzyme inhibition), and SR-MMP (Mitochondrial Membrane Potential disruption). (2) It tested positive (active) for: SR-MMP (Mitochondrial Membrane Potential disruption). The molecule is COc1cc(Cl)ccc1Oc1ccc(Cl)cc1Cl. (3) The compound is O=[N+]([O-])c1ccc2ccc3cccc4ccc1c2c34. It tested positive (active) for: NR-ER-LBD (Estrogen Receptor Ligand Binding Domain agonist), SR-ARE (Antioxidant Response Element (oxidative stress)), and SR-MMP (Mitochondrial Membrane Potential disruption). (4) The molecule is CCCCN(CCCC)C(=S)SSC(=S)N(CCCC)CCCC. It tested positive (active) for: SR-HSE (Heat Shock Element response). (5) The drug is CCCCC(=O)O[C@]1(C(=O)CO)[C@@H](C)C[C@H]2[C@@H]3CCC4=CC(=O)C=C[C@]4(C)[C@@]3(F)[C@@H](O)C[C@@]21C. It tested positive (active) for: NR-AR (Androgen Receptor agonist activity), NR-AR-LBD (Androgen Receptor Ligand Binding Domain agonist), and SR-MMP (Mitochondrial Membrane Potential disruption). (6) The drug is CCCCCCCCCCCC[N+](C)(C)Cc1ccccc1. It tested positive (active) for: NR-Aromatase (Aromatase enzyme inhibition), and SR-MMP (Mitochondrial Membrane Potential disruption). (7) The compound is C=C1/C(=C\C=C2/CCC[C@@]3(C)[C@H]2CC[C@@H]3[C@H](C)CCCC(C)(C)O)C[C@@H](O)C[C@@H]1O. It tested positive (active) for: SR-MMP (Mitochondrial Membrane Potential disruption). (8) It tested positive (active) for: SR-HSE (Heat Shock Element response). The drug is CCCCCC(C)=O. (9) The compound is C/C(=C\c1ccccc1)[N+](=O)[O-]. It tested positive (active) for: SR-HSE (Heat Shock Element response), and SR-MMP (Mitochondrial Membrane Potential disruption). (10) The compound is CCN(CC)C(=O)C(C)Oc1cccc2ccccc12. It tested positive (active) for: NR-AhR (Aryl hydrocarbon Receptor agonist activity), and NR-Aromatase (Aromatase enzyme inhibition).